Dataset: Full USPTO retrosynthesis dataset with 1.9M reactions from patents (1976-2016). Task: Predict the reactants needed to synthesize the given product. (1) The reactants are: Br[C:2]1[CH:11]=[CH:10][C:9]([N:12]([CH3:14])[CH3:13])=[CH:8][C:3]=1[C:4]([O:6][CH3:7])=[O:5].[NH4+].[OH-].[CH3:17][N:18](C=O)C. Given the product [C:17]([C:2]1[CH:11]=[CH:10][C:9]([N:12]([CH3:14])[CH3:13])=[CH:8][C:3]=1[C:4]([O:6][CH3:7])=[O:5])#[N:18], predict the reactants needed to synthesize it. (2) The reactants are: [CH3:1][O:2][C:3]1[CH:4]=[C:5]2[C:9](=[CH:10][CH:11]=1)[N:8]([CH3:12])[CH:7]=[C:6]2[CH:13]=O.Cl.[NH2:16]O.O. Given the product [CH3:1][O:2][C:3]1[CH:4]=[C:5]2[C:9](=[CH:10][CH:11]=1)[N:8]([CH3:12])[CH:7]=[C:6]2[C:13]#[N:16], predict the reactants needed to synthesize it. (3) Given the product [N+:1]([C:4]1[CH:5]=[CH:6][C:7]([C:10]2[O:20][C:13]([C:14]([O:16][CH2:17][CH3:18])=[O:15])=[N:12][CH:11]=2)=[CH:8][CH:9]=1)([O-:3])=[O:2], predict the reactants needed to synthesize it. The reactants are: [N+:1]([C:4]1[CH:9]=[CH:8][C:7]([C:10](=[O:20])[CH2:11][NH:12][C:13](=O)[C:14]([O:16][CH2:17][CH3:18])=[O:15])=[CH:6][CH:5]=1)([O-:3])=[O:2]. (4) Given the product [Cl:11][C:12]1[N:17]2[N:18]=[C:19]([C:21]3[CH:26]=[CH:25][CH:24]=[CH:23][CH:22]=3)[CH:20]=[C:16]2[N:15]=[C:14]([CH3:27])[C:13]=1[CH:28]([OH:41])[C:29]([O:31][CH3:32])=[O:30], predict the reactants needed to synthesize it. The reactants are: C[Si]([N-][Si](C)(C)C)(C)C.[K+].[Cl:11][C:12]1[N:17]2[N:18]=[C:19]([C:21]3[CH:26]=[CH:25][CH:24]=[CH:23][CH:22]=3)[CH:20]=[C:16]2[N:15]=[C:14]([CH3:27])[C:13]=1[CH2:28][C:29]([O:31][CH3:32])=[O:30].C1(C2[O:41]N2S(C2C=CC=CC=2)(=O)=O)C=CC=CC=1. (5) Given the product [Cl:1][C:2]1[CH:3]=[CH:4][C:5]([CH2:6][N:7]2[C:15]3[C:10](=[CH:11][CH:12]=[CH:13][CH:14]=3)[CH:9]=[C:8]2[C:16]([N:18]2[CH2:19][CH2:20][CH:21]([C:24]([N:59]3[CH2:65][CH2:64][CH2:63][C@H:60]3[CH2:61][OH:62])=[O:26])[CH2:22][CH2:23]2)=[O:17])=[CH:27][CH:28]=1, predict the reactants needed to synthesize it. The reactants are: [Cl:1][C:2]1[CH:28]=[CH:27][C:5]([CH2:6][N:7]2[C:15]3[C:10](=[CH:11][CH:12]=[CH:13][CH:14]=3)[CH:9]=[C:8]2[C:16]([N:18]2[CH2:23][CH2:22][CH:21]([C:24]([OH:26])=O)[CH2:20][CH2:19]2)=[O:17])=[CH:4][CH:3]=1.C(N=C=NCCCN(C)C)C.ON1C2C=CC=CC=2N=N1.C(N(CC)C(C)C)(C)C.[NH:59]1[CH2:65][CH2:64][CH2:63][C@H:60]1[CH2:61][OH:62]. (6) Given the product [Br:1][C:2]1[CH:7]=[CH:6][C:5]([CH:8]([C:10]2[CH:15]=[CH:14][CH:13]=[CH:12][N:11]=2)[O:9][CH:19]([CH2:24][CH:25]([CH3:27])[CH3:26])[C:20]([O:22][CH3:23])=[O:21])=[CH:4][CH:3]=1, predict the reactants needed to synthesize it. The reactants are: [Br:1][C:2]1[CH:7]=[CH:6][C:5]([CH:8]([C:10]2[CH:15]=[CH:14][CH:13]=[CH:12][N:11]=2)[OH:9])=[CH:4][CH:3]=1.[H-].[Na+].Br[CH:19]([CH2:24][CH:25]([CH3:27])[CH3:26])[C:20]([O:22][CH3:23])=[O:21]. (7) Given the product [F:1][C:2]1[CH:29]=[C:28]([NH2:30])[CH:27]=[CH:26][C:3]=1[O:4][C:5]1[CH:10]=[CH:9][N:8]=[C:7]2[CH:11]=[C:12]([C:14]3[CH:15]=[CH:16][C:17]([CH2:20][N:21]4[CH2:25][CH2:24][CH2:23][CH2:22]4)=[CH:18][CH:19]=3)[S:13][C:6]=12, predict the reactants needed to synthesize it. The reactants are: [F:1][C:2]1[CH:29]=[C:28]([N+:30]([O-])=O)[CH:27]=[CH:26][C:3]=1[O:4][C:5]1[CH:10]=[CH:9][N:8]=[C:7]2[CH:11]=[C:12]([C:14]3[CH:19]=[CH:18][C:17]([CH2:20][N:21]4[CH2:25][CH2:24][CH2:23][CH2:22]4)=[CH:16][CH:15]=3)[S:13][C:6]=12.[BH4-].[Na+].